This data is from Full USPTO retrosynthesis dataset with 1.9M reactions from patents (1976-2016). The task is: Predict the reactants needed to synthesize the given product. (1) Given the product [CH2:1]([O:3][C:4](=[O:17])[CH2:5][C:6]1[C:15]2[C:10](=[CH:11][CH:12]=[C:13]([O:16][CH2:19][CH2:20][CH2:21][CH2:22][CH3:23])[CH:14]=2)[CH:9]=[CH:8][CH:7]=1)[CH3:2], predict the reactants needed to synthesize it. The reactants are: [CH2:1]([O:3][C:4](=[O:17])[CH2:5][C:6]1[C:15]2[C:10](=[CH:11][CH:12]=[C:13]([OH:16])[CH:14]=2)[CH:9]=[CH:8][CH:7]=1)[CH3:2].I[CH2:19][CH2:20][CH2:21][CH2:22][CH3:23].C(=O)([O-])[O-].[Cs+].[Cs+].O. (2) Given the product [F:9][C:10]1[CH:11]=[C:12]([CH:15]=[CH:16][C:17]=1[F:18])[CH2:13][NH:14][C:33](=[O:34])[C:32]1[CH:37]=[CH:38][N:39]=[C:30]([N:27]2[CH2:28][CH2:29][N:25]([CH2:24][C:23]3[CH:22]=[CH:21][C:20]([F:19])=[CH:42][CH:41]=3)[C:26]2=[O:40])[CH:31]=1, predict the reactants needed to synthesize it. The reactants are: C(N)C1C=CC=CC=1.[F:9][C:10]1[CH:11]=[C:12]([CH:15]=[CH:16][C:17]=1[F:18])[CH2:13][NH2:14].[F:19][C:20]1[CH:42]=[CH:41][C:23]([CH2:24][N:25]2[CH2:29][CH2:28][N:27]([C:30]3[CH:31]=[C:32]([CH:37]=[CH:38][N:39]=3)[C:33](OC)=[O:34])[C:26]2=[O:40])=[CH:22][CH:21]=1.